From a dataset of Reaction yield outcomes from USPTO patents with 853,638 reactions. Predict the reaction yield, written as a fraction of the theoretical maximum amount of product (1.0 means a 100% yield; for example, 0.34 means a 34% yield). The catalyst is ClCCl.N1C=CC=CC=1. The product is [Br:17][CH2:10][C:8]1[O:9][C:5]2[CH:4]=[CH:3][C:2]([Cl:1])=[C:13]([O:14][CH3:15])[C:6]=2[C:7]=1[CH3:12]. The reactants are [Cl:1][C:2]1[CH:3]=[CH:4][C:5]2[O:9][C:8]([CH2:10]O)=[C:7]([CH3:12])[C:6]=2[C:13]=1[O:14][CH3:15].P(Br)(Br)[Br:17]. The yield is 0.990.